Regression. Given a peptide amino acid sequence and an MHC pseudo amino acid sequence, predict their binding affinity value. This is MHC class I binding data. From a dataset of Peptide-MHC class I binding affinity with 185,985 pairs from IEDB/IMGT. (1) The peptide sequence is WAPEGDIRL. The MHC is HLA-A24:03 with pseudo-sequence HLA-A24:03. The binding affinity (normalized) is 0.0847. (2) The MHC is HLA-A01:01 with pseudo-sequence HLA-A01:01. The binding affinity (normalized) is 0.358. The peptide sequence is QVIFKCVPK. (3) The peptide sequence is NLIKCSDHYI. The MHC is H-2-Db with pseudo-sequence H-2-Db. The binding affinity (normalized) is 0.161. (4) The MHC is HLA-A31:01 with pseudo-sequence HLA-A31:01. The binding affinity (normalized) is 0.0689. The peptide sequence is TAVPWNASW.